From a dataset of Reaction yield outcomes from USPTO patents with 853,638 reactions. Predict the reaction yield, written as a fraction of the theoretical maximum amount of product (1.0 means a 100% yield; for example, 0.34 means a 34% yield). (1) The catalyst is CO. The yield is 0.122. The product is [F:1][C:2]1[CH:3]=[CH:4][C:5]([C:6](/[N:8]=[C:9]2\[NH:10][C:11]3[CH:25]=[CH:24][C:23]([CH2:26][N:27]4[CH2:32][CH2:31][CH2:30][CH2:29][CH2:28]4)=[CH:22][C:12]=3[N:13]\2[C@H:14]2[CH2:19][CH2:18][C@@H:17]([CH2:20][NH:38][CH:35]([CH3:37])[CH3:36])[CH2:16][CH2:15]2)=[O:7])=[CH:33][CH:34]=1. The reactants are [F:1][C:2]1[CH:34]=[CH:33][C:5]([C:6](/[N:8]=[C:9]2\[NH:10][C:11]3[CH:25]=[CH:24][C:23]([CH2:26][N:27]4[CH2:32][CH2:31][CH2:30][CH2:29][CH2:28]4)=[CH:22][C:12]=3[N:13]\2[C@H:14]2[CH2:19][CH2:18][C@@H:17]([CH:20]=O)[CH2:16][CH2:15]2)=[O:7])=[CH:4][CH:3]=1.[CH:35]([NH2:38])([CH3:37])[CH3:36].CC(O)=O.C([BH3-])#N.[Na+]. (2) The reactants are [C:1]([O:7][CH2:8][CH3:9])(=[O:6])[CH2:2][C:3]([CH3:5])=O.[Cl:10][C:11]1[CH:18]=[CH:17][CH:16]=[CH:15][C:12]=1[CH:13]=O.[NH4+:19].[OH-:20]. The catalyst is CCO. The product is [Cl:10][C:11]1[CH:18]=[CH:17][CH:16]=[CH:15][C:12]=1[CH:13]1[C:2]([C:1]([O:7][CH2:8][CH3:9])=[O:6])=[C:3]([CH3:5])[NH:19][C:3]([CH3:5])=[C:2]1[C:1]([O:7][CH2:8][CH3:9])=[O:20]. The yield is 0.260. (3) The reactants are [Br:1][C:2]1[CH:3]=[C:4](I)[C:5](=[O:9])[N:6]([CH3:8])[CH:7]=1.[C:11]([Si:13]([CH3:16])([CH3:15])[CH3:14])#[CH:12].C(N(CC)CC)C. The catalyst is C1COCC1.[Cu]I.Cl[Pd](Cl)([P](C1C=CC=CC=1)(C1C=CC=CC=1)C1C=CC=CC=1)[P](C1C=CC=CC=1)(C1C=CC=CC=1)C1C=CC=CC=1. The product is [Br:1][C:2]1[CH:3]=[C:4]([C:12]#[C:11][Si:13]([CH3:16])([CH3:15])[CH3:14])[C:5](=[O:9])[N:6]([CH3:8])[CH:7]=1. The yield is 0.820. (4) The catalyst is C1C=CC([P]([Pd]([P](C2C=CC=CC=2)(C2C=CC=CC=2)C2C=CC=CC=2)([P](C2C=CC=CC=2)(C2C=CC=CC=2)C2C=CC=CC=2)[P](C2C=CC=CC=2)(C2C=CC=CC=2)C2C=CC=CC=2)(C2C=CC=CC=2)C2C=CC=CC=2)=CC=1. The product is [CH3:27][O:28][C:29]1[CH:30]=[C:31]([C:38]2[CH:43]=[CH:42][CH:41]=[CH:40][CH:39]=2)[CH:32]=[CH:33][C:34]=1[C:2]1[C:11]2[C:6](=[CH:7][C:8]([S:12]([O:15][C:16]3[C:21]([F:22])=[C:20]([F:23])[C:19]([F:24])=[C:18]([F:25])[C:17]=3[F:26])(=[O:14])=[O:13])=[CH:9][CH:10]=2)[CH:5]=[CH:4][N:3]=1. The reactants are Cl[C:2]1[C:11]2[C:6](=[CH:7][C:8]([S:12]([O:15][C:16]3[C:21]([F:22])=[C:20]([F:23])[C:19]([F:24])=[C:18]([F:25])[C:17]=3[F:26])(=[O:14])=[O:13])=[CH:9][CH:10]=2)[CH:5]=[CH:4][N:3]=1.[CH3:27][O:28][C:29]1[CH:30]=[C:31]([C:38]2[CH:43]=[CH:42][CH:41]=[CH:40][CH:39]=2)[CH:32]=[CH:33][C:34]=1B(O)O.C([O-])([O-])=O.[K+].[K+]. The yield is 0.420.